Dataset: Peptide-MHC class II binding affinity with 134,281 pairs from IEDB. Task: Regression. Given a peptide amino acid sequence and an MHC pseudo amino acid sequence, predict their binding affinity value. This is MHC class II binding data. (1) The peptide sequence is QRTVAVYSLKIAGWHGPKAPYTSTLLPPEL. The MHC is DRB4_0101 with pseudo-sequence DRB4_0103. The binding affinity (normalized) is 0.348. (2) The peptide sequence is CVDAKMTEEDKENALSL. The MHC is DRB1_0802 with pseudo-sequence DRB1_0802. The binding affinity (normalized) is 0.193. (3) The peptide sequence is PPFSRVVHLYRNGKD. The MHC is HLA-DPA10201-DPB10501 with pseudo-sequence HLA-DPA10201-DPB10501. The binding affinity (normalized) is 0.182. (4) The peptide sequence is EKKYFAATQFEPLWA. The MHC is DRB1_1602 with pseudo-sequence DRB1_1602. The binding affinity (normalized) is 0.604. (5) The peptide sequence is LHKLQTYPRTNTGSG. The MHC is DRB1_0404 with pseudo-sequence DRB1_0404. The binding affinity (normalized) is 0.149. (6) The binding affinity (normalized) is 0.601. The peptide sequence is KYMVIQGEPGAVIRG. The MHC is DRB3_0101 with pseudo-sequence DRB3_0101. (7) The peptide sequence is QAVLTATNFFGINTI. The MHC is HLA-DQA10301-DQB10302 with pseudo-sequence HLA-DQA10301-DQB10302. The binding affinity (normalized) is 0.298. (8) The peptide sequence is PLYKLVHVFINTQYA. The MHC is DRB1_1302 with pseudo-sequence DRB1_1302. The binding affinity (normalized) is 0.594.